Dataset: NCI-60 drug combinations with 297,098 pairs across 59 cell lines. Task: Regression. Given two drug SMILES strings and cell line genomic features, predict the synergy score measuring deviation from expected non-interaction effect. Drug 1: CCC1=CC2CC(C3=C(CN(C2)C1)C4=CC=CC=C4N3)(C5=C(C=C6C(=C5)C78CCN9C7C(C=CC9)(C(C(C8N6C)(C(=O)OC)O)OC(=O)C)CC)OC)C(=O)OC.C(C(C(=O)O)O)(C(=O)O)O. Drug 2: CC1=C(C(CCC1)(C)C)C=CC(=CC=CC(=CC(=O)O)C)C. Cell line: SK-OV-3. Synergy scores: CSS=50.7, Synergy_ZIP=3.50, Synergy_Bliss=4.65, Synergy_Loewe=-3.61, Synergy_HSA=8.37.